From a dataset of Retrosynthesis with 50K atom-mapped reactions and 10 reaction types from USPTO. Predict the reactants needed to synthesize the given product. The reactants are: CC(C)(C)OC(=O)NCC1(C(=O)O)CC12CCCCC2. Given the product NCC1(C(=O)O)CC12CCCCC2, predict the reactants needed to synthesize it.